Dataset: Full USPTO retrosynthesis dataset with 1.9M reactions from patents (1976-2016). Task: Predict the reactants needed to synthesize the given product. The reactants are: [NH2:1][C:2]1[O:3][C:4]([C:7]2[CH:8]=[CH:9][C:10]3[O:16][CH2:15][CH2:14][N:13](C(OC(C)(C)C)=O)[CH2:12][C:11]=3[CH:24]=2)=[CH:5][N:6]=1.Cl. Given the product [O:16]1[C:10]2[CH:9]=[CH:8][C:7]([C:4]3[O:3][C:2]([NH2:1])=[N:6][CH:5]=3)=[CH:24][C:11]=2[CH2:12][NH:13][CH2:14][CH2:15]1, predict the reactants needed to synthesize it.